Dataset: Full USPTO retrosynthesis dataset with 1.9M reactions from patents (1976-2016). Task: Predict the reactants needed to synthesize the given product. (1) Given the product [CH2:13]([O:12][C:11]1[C:6]([CH2:4][OH:3])=[N:7][CH:8]=[C:9]([O:15][CH2:16][CH3:17])[CH:10]=1)[CH3:14], predict the reactants needed to synthesize it. The reactants are: C([O:3][C:4]([C:6]1[C:11]([O:12][CH2:13][CH3:14])=[CH:10][C:9]([O:15][CH2:16][CH3:17])=[CH:8][N:7]=1)=O)C.CC(C[AlH]CC(C)C)C. (2) The reactants are: [F:1][C:2]([F:31])([F:30])[C:3]1[CH:8]=[CH:7][C:6]([C:9]2[CH:10]=[C:11]([CH2:26][C:27]([OH:29])=[O:28])[CH:12]=[CH:13][C:14]=2[C:15]2[CH:20]=[CH:19][C:18]([C:21]([F:24])([F:23])[F:22])=[CH:17][C:16]=2[Cl:25])=[CH:5][CH:4]=1.Br[CH2:33][C:34]([CH3:36])=[CH2:35].C([N-]C(C)C)(C)C.[Li+].C([Li])CCC.C(=O)=O. Given the product [F:31][C:2]([F:1])([F:30])[C:3]1[CH:4]=[CH:5][C:6]([C:9]2[CH:10]=[C:11]([CH:26]([CH2:35][C:34]([CH3:36])=[CH2:33])[C:27]([OH:29])=[O:28])[CH:12]=[CH:13][C:14]=2[C:15]2[CH:20]=[CH:19][C:18]([C:21]([F:24])([F:23])[F:22])=[CH:17][C:16]=2[Cl:25])=[CH:7][CH:8]=1, predict the reactants needed to synthesize it. (3) Given the product [C:31](/[C:9](=[CH:8]\[C:6]1[NH:33][CH:3]=[CH:2][N:7]=1)/[C:10]([NH:12][C@H:13]([C:17]1[CH:18]=[CH:19][CH:20]=[CH:21][CH:22]=1)[CH2:14][CH2:15][CH3:16])=[O:11])#[N:32], predict the reactants needed to synthesize it. The reactants are: Br[C:2]1[N:7]=[C:6](/[CH:8]=[C:9](\[C:31]#[N:32])/[C:10]([NH:12][CH:13]([C:17]2[CH:22]=[CH:21][C:20](OCCN(CC)CC)=[CH:19][CH:18]=2)[CH2:14][CH2:15][CH3:16])=[O:11])C=C[CH:3]=1.[NH:33]1C=CN=C1C=O.C(CC(N[C@H](C1C=CC=CC=1)CCC)=O)#N. (4) Given the product [F:28][C:27]([F:30])([F:29])[C:24]1[CH:25]=[CH:26][C:21]([CH2:20][C:17]2[CH:18]=[CH:19][C:14]([O:13][C:11]([N:40]3[CH2:41][CH2:42][N:37]([C:32]4[CH:33]=[CH:34][CH:35]=[CH:36][N:31]=4)[CH2:38][CH2:39]3)=[O:12])=[CH:15][CH:16]=2)=[CH:22][CH:23]=1, predict the reactants needed to synthesize it. The reactants are: C(N(C(C)C)C(C)C)C.Cl[C:11]([O:13][C:14]1[CH:19]=[CH:18][C:17]([CH2:20][C:21]2[CH:26]=[CH:25][C:24]([C:27]([F:30])([F:29])[F:28])=[CH:23][CH:22]=2)=[CH:16][CH:15]=1)=[O:12].[N:31]1[CH:36]=[CH:35][CH:34]=[CH:33][C:32]=1[N:37]1[CH2:42][CH2:41][NH:40][CH2:39][CH2:38]1.Cl.